Dataset: Reaction yield outcomes from USPTO patents with 853,638 reactions. Task: Predict the reaction yield, written as a fraction of the theoretical maximum amount of product (1.0 means a 100% yield; for example, 0.34 means a 34% yield). (1) The reactants are [Cl:1][S:2]([OH:5])(=O)=[O:3].[N:6]1[CH:11]=[CH:10][C:9]([C:12]2[C:21]3[C:16](=[CH:17][CH:18]=[C:19]([C:22]4[CH:23]=[CH:24][C:25]([NH2:28])=[N:26][CH:27]=4)[CH:20]=3)[N:15]=[CH:14][CH:13]=2)=[CH:8][CH:7]=1. No catalyst specified. The product is [NH2:28][C:25]1[C:24]([S:2]([Cl:1])(=[O:5])=[O:3])=[CH:23][C:22]([C:19]2[CH:20]=[C:21]3[C:16](=[CH:17][CH:18]=2)[N:15]=[CH:14][CH:13]=[C:12]3[C:9]2[CH:10]=[CH:11][N:6]=[CH:7][CH:8]=2)=[CH:27][N:26]=1. The yield is 0.470. (2) The reactants are C(N(CC)CC)C.[CH2:8]([O:15][C:16]([N:18]1[CH2:22][CH2:21][CH:20]([C:23]([OH:25])=O)[CH2:19]1)=[O:17])[C:9]1[CH:14]=[CH:13][CH:12]=[CH:11][CH:10]=1.Cl.[CH3:27][NH:28][O:29][CH3:30].Cl.CN(C)CCCN=C=NCC.ON1C2C=CC=CC=2N=N1. The catalyst is C(Cl)(Cl)Cl.O. The product is [CH3:30][O:29][N:28]([CH3:27])[C:23]([CH:20]1[CH2:21][CH2:22][N:18]([C:16]([O:15][CH2:8][C:9]2[CH:10]=[CH:11][CH:12]=[CH:13][CH:14]=2)=[O:17])[CH2:19]1)=[O:25]. The yield is 0.950. (3) The reactants are Cl[C:2]1[N:12]=[CH:11][CH:10]=[CH:9][C:3]=1[C:4]([O:6][CH2:7][CH3:8])=[O:5].[CH2:13]([CH:15]([CH2:18][CH3:19])[CH2:16][NH2:17])[CH3:14]. No catalyst specified. The product is [CH2:13]([CH:15]([CH2:18][CH3:19])[CH2:16][NH:17][C:2]1[N:12]=[CH:11][CH:10]=[CH:9][C:3]=1[C:4]([O:6][CH2:7][CH3:8])=[O:5])[CH3:14]. The yield is 0.760. (4) The product is [ClH:37].[CH:31]([N:27]1[C:26]([C:20]2[N:19]=[C:18]3[N:22]([CH2:23][CH2:24][O:25][C:16]4[CH:15]=[C:14]([C@H:11]5[CH2:12][CH2:13][NH:8][CH2:9][C@H:10]5[OH:36])[CH:35]=[CH:34][C:17]=43)[CH:21]=2)=[N:30][CH:29]=[N:28]1)([CH3:33])[CH3:32]. The yield is 1.08. The reactants are C(OC([N:8]1[CH2:13][CH2:12][C@H:11]([C:14]2[CH:35]=[CH:34][C:17]3[C:18]4[N:22]([CH2:23][CH2:24][O:25][C:16]=3[CH:15]=2)[CH:21]=[C:20]([C:26]2[N:27]([CH:31]([CH3:33])[CH3:32])[N:28]=[CH:29][N:30]=2)[N:19]=4)[C@H:10]([OH:36])[CH2:9]1)=O)(C)(C)C.[ClH:37]. The catalyst is C(Cl)Cl.CO.O1CCOCC1. (5) The reactants are Cl[C:2]1[N:3]=[N:4][C:5]([O:8][CH3:9])=[CH:6][CH:7]=1.[NH:10]1[CH2:20][CH2:19][CH:13]([C:14]([O:16][CH2:17][CH3:18])=[O:15])[CH2:12][CH2:11]1.O. The catalyst is C1(C)C=CC=CC=1.C1C=CC(P(C2C(C3C(P(C4C=CC=CC=4)C4C=CC=CC=4)=CC=C4C=3C=CC=C4)=C3C(C=CC=C3)=CC=2)C2C=CC=CC=2)=CC=1. The product is [CH2:17]([O:16][C:14]([CH:13]1[CH2:19][CH2:20][N:10]([C:2]2[N:3]=[N:4][C:5]([O:8][CH3:9])=[CH:6][CH:7]=2)[CH2:11][CH2:12]1)=[O:15])[CH3:18]. The yield is 0.340. (6) The reactants are [C:1]1([C:7]2[CH:12]=[C:11]([CH:13]3[CH2:18][NH:17][S:16](=[O:20])(=[O:19])[NH:15][CH2:14]3)[CH:10]=[CH:9][C:8]=2[NH:21][C:22]([C:24]2[N:25](COCC[Si](C)(C)C)[CH:26]=[C:27]([C:29]#[N:30])[N:28]=2)=[O:23])[CH2:6][CH2:5][CH2:4][CH2:3][CH:2]=1.C(N)CN.[F-].C([N+](CCCC)(CCCC)CCCC)CCC. The catalyst is CN(C=O)C. The product is [C:1]1([C:7]2[CH:12]=[C:11]([CH:13]3[CH2:18][NH:17][S:16](=[O:19])(=[O:20])[NH:15][CH2:14]3)[CH:10]=[CH:9][C:8]=2[NH:21][C:22]([C:24]2[NH:25][CH:26]=[C:27]([C:29]#[N:30])[N:28]=2)=[O:23])[CH2:6][CH2:5][CH2:4][CH2:3][CH:2]=1. The yield is 0.680.